This data is from Forward reaction prediction with 1.9M reactions from USPTO patents (1976-2016). The task is: Predict the product of the given reaction. (1) The product is: [OH:9][CH2:10][CH2:11][N:12]1[C:20]2[C:19]([NH:22][C:23]3[CH:40]=[CH:39][C:26]([O:27][C:28]4[CH:29]=[C:30]([C:34]5([C:37]#[N:38])[CH2:35][CH2:36]5)[CH:31]=[CH:32][CH:33]=4)=[C:25]([CH3:41])[CH:24]=3)=[N:18][CH:17]=[N:16][C:15]=2[CH:14]=[CH:13]1. Given the reactants C([O:9][CH2:10][CH2:11][N:12]1[C:20]2[C:19](Cl)=[N:18][CH:17]=[N:16][C:15]=2[CH:14]=[CH:13]1)(=O)C1C=CC=CC=1.[NH2:22][C:23]1[CH:40]=[CH:39][C:26]([O:27][C:28]2[CH:29]=[C:30]([C:34]3([C:37]#[N:38])[CH2:36][CH2:35]3)[CH:31]=[CH:32][CH:33]=2)=[C:25]([CH3:41])[CH:24]=1.[OH-].[Na+], predict the reaction product. (2) Given the reactants C([O:8][CH2:9][C@@H:10]([OH:17])[CH2:11][C:12]1[NH:13][CH:14]=[CH:15][N:16]=1)C1C=CC=CC=1, predict the reaction product. The product is: [NH:13]1[CH:14]=[CH:15][N:16]=[C:12]1[CH2:11][C@H:10]([OH:17])[CH2:9][OH:8]. (3) Given the reactants [CH3:1][N:2]([CH3:5])[CH2:3][CH3:4].[C:6]([OH:17])(=[O:16])[C:7]1[C:8](=[CH:12][CH:13]=[CH:14][CH:15]=1)[C:9]([OH:11])=[O:10], predict the reaction product. The product is: [CH3:1][NH+:2]([CH3:5])[CH2:3][CH3:4].[C:6]([O-:17])(=[O:16])[C:7]1[C:8](=[CH:12][CH:13]=[CH:14][CH:15]=1)[C:9]([O-:11])=[O:10].